Dataset: Experimentally validated miRNA-target interactions with 360,000+ pairs, plus equal number of negative samples. Task: Binary Classification. Given a miRNA mature sequence and a target amino acid sequence, predict their likelihood of interaction. The miRNA is hsa-miR-5693 with sequence GCAGUGGCUCUGAAAUGAACUC. The protein sequence of the target gene is MPVTHRKSDASDMNSDTSPSCRLRAFSRGGSLESRSSSSRSRSFTLDDESLKYLTHEEKDVLLFFEETIDSLDEDFEEPVLCDGGVCCLCSPSLEESTSSPSEPEDVIDLVQPAPGAGEAEGLPEGTQAAGPAPAGKEHRKQDAETPPPPDPPAPETLLAPPPLPSTPDPPRRELRAPSPPVEHPRLLRSVPTPLVMAQKISERMAGNEALSPTSPFREGRPGEWRTPAARGPRSGDPGPGPSHPAQPKAPRFPSNIIVTNGAAREPRRTLSRAAVSVQERRAQVLATIHGHAGAFPAAG.... Result: 1 (interaction).